From a dataset of Catalyst prediction with 721,799 reactions and 888 catalyst types from USPTO. Predict which catalyst facilitates the given reaction. Reactant: Br[C:2]1[CH:13]=[CH:12][C:5]([C:6]([NH:8][CH:9]([CH3:11])[CH3:10])=[O:7])=[CH:4][CH:3]=1.Cl.[CH3:15][Si:16]([CH3:43])([CH3:42])[CH2:17][CH2:18][O:19][CH2:20][N:21]1[C:25]2[N:26]=[CH:27][N:28]=[C:29]([C:30]3[CH:31]=[N:32][N:33]([C:35]4([CH2:39][C:40]#[N:41])[CH2:38][NH:37][CH2:36]4)[CH:34]=3)[C:24]=2[CH:23]=[CH:22]1.CC1(C)C2C=CC=C(P(C3C=CC=CC=3)C3C=CC=CC=3)C=2OC2C1=CC=CC=2P(C1C=CC=CC=1)C1C=CC=CC=1.C(=O)([O-])[O-].[Cs+].[Cs+]. Product: [C:40]([CH2:39][C:35]1([N:33]2[CH:34]=[C:30]([C:29]3[C:24]4[CH:23]=[CH:22][N:21]([CH2:20][O:19][CH2:18][CH2:17][Si:16]([CH3:15])([CH3:43])[CH3:42])[C:25]=4[N:26]=[CH:27][N:28]=3)[CH:31]=[N:32]2)[CH2:36][N:37]([C:2]2[CH:13]=[CH:12][C:5]([C:6]([NH:8][CH:9]([CH3:11])[CH3:10])=[O:7])=[CH:4][CH:3]=2)[CH2:38]1)#[N:41]. The catalyst class is: 164.